From a dataset of Forward reaction prediction with 1.9M reactions from USPTO patents (1976-2016). Predict the product of the given reaction. (1) Given the reactants [NH2:1][C:2]1[C:7]([CH3:8])=[CH:6][C:5](B2OC(C)(C)C(C)(C)O2)=[CH:4][C:3]=1[N+:18]([O-])=O.Br[C:22]1[C:27]([F:28])=[CH:26][CH:25]=[CH:24][C:23]=1[F:29], predict the reaction product. The product is: [F:28][C:27]1[CH:26]=[CH:25][CH:24]=[C:23]([F:29])[C:22]=1[C:5]1[CH:6]=[C:7]([CH3:8])[C:2]([NH2:1])=[C:3]([NH2:18])[CH:4]=1. (2) Given the reactants [OH-].[K+].[Cl:3][C:4]1[CH:5]=[C:6]([C:11]2([CH3:23])[C:16]([C:17]([O:19]C)=[O:18])=[C:15]([CH3:21])[CH2:14][CH:13]([CH3:22])[CH2:12]2)[CH:7]=[CH:8][C:9]=1[Cl:10], predict the reaction product. The product is: [Cl:3][C:4]1[CH:5]=[C:6]([C:11]2([CH3:23])[C:16]([C:17]([OH:19])=[O:18])=[C:15]([CH3:21])[CH2:14][CH:13]([CH3:22])[CH2:12]2)[CH:7]=[CH:8][C:9]=1[Cl:10]. (3) Given the reactants C[O:2][C:3](=[O:24])[C:4]1[CH:9]=[CH:8][C:7]([CH2:10][O:11][C:12]2[CH:13]=[N:14][CH:15]=[CH:16][CH:17]=2)=[CH:6][C:5]=1[C:18]1[CH:23]=[CH:22][CH:21]=[CH:20][CH:19]=1.CO.[OH-].[K+], predict the reaction product. The product is: [N:14]1[CH:15]=[CH:16][CH:17]=[C:12]([O:11][CH2:10][C:7]2[CH:8]=[CH:9][C:4]([C:3]([OH:24])=[O:2])=[C:5]([C:18]3[CH:23]=[CH:22][CH:21]=[CH:20][CH:19]=3)[CH:6]=2)[CH:13]=1.